Task: Predict the product of the given reaction.. Dataset: Forward reaction prediction with 1.9M reactions from USPTO patents (1976-2016) (1) Given the reactants Br[CH:2]([CH:16]([CH3:18])[CH3:17])[CH2:3][N-:4][C:5]1[CH:10]=[C:9]([C:11]([F:14])([F:13])[F:12])[CH:8]=[CH:7][C:6]=1[OH:15].C(=O)([O-])[O-:20].[K+].[K+].C(OCC)(=O)C.O, predict the reaction product. The product is: [CH:16]([CH:2]1[C:3](=[O:20])[NH:4][C:5]2[CH:10]=[C:9]([C:11]([F:14])([F:13])[F:12])[CH:8]=[CH:7][C:6]=2[O:15]1)([CH3:18])[CH3:17]. (2) Given the reactants [Br:1][C:2]1[CH:3]=[CH:4][C:5]2[N:6]([C:8](I)=[CH:9][N:10]=2)[CH:7]=1.Br[C:13]1[CH:14]=[CH:15][C:16]2[N:17](C=CN=2)[CH:18]=1.[C:22]([O-:25])(=O)C.[Na+].II.[CH3:29][OH:30], predict the reaction product. The product is: [Br:1][C:2]1[CH:3]=[CH:4][C:5]2[N:6]([C:8]([C:13]3[CH:18]=[N:17][C:16]([O:25][CH3:22])=[C:15]([O:30][CH3:29])[CH:14]=3)=[CH:9][N:10]=2)[CH:7]=1. (3) Given the reactants [C:1]([CH:5]1[CH2:10][CH2:9][CH:8]([O:11][C:12]2[CH:13]=[C:14]3[C:19](=[CH:20][CH:21]=2)[CH:18]=[C:17]([CH:22]=O)[CH:16]=[CH:15]3)[CH2:7][CH2:6]1)([CH3:4])([CH3:3])[CH3:2].[NH2:24][CH2:25][C:26]([F:31])([F:30])[C:27]([OH:29])=[O:28].C(O)C.C([BH3-])#N.[Na+].C(O)(=O)CC(CC(O)=O)(C(O)=O)O, predict the reaction product. The product is: [C:1]([C@H:5]1[CH2:10][CH2:9][C@H:8]([O:11][C:12]2[CH:13]=[C:14]3[C:19](=[CH:20][CH:21]=2)[CH:18]=[C:17]([CH2:22][NH:24][CH2:25][C:26]([F:31])([F:30])[C:27]([OH:29])=[O:28])[CH:16]=[CH:15]3)[CH2:7][CH2:6]1)([CH3:4])([CH3:3])[CH3:2]. (4) The product is: [CH2:25]([O:32][C:33]([C@H:35]1[CH2:39][CH2:38][CH2:37][N:36]1[CH2:16][C:13]1[S:12][C:11]([NH:10][C:8]([N:7]([CH:1]2[CH2:6][CH2:5][CH2:4][CH2:3][CH2:2]2)[CH:18]2[CH2:19][CH2:20][CH2:21][CH2:22][CH2:23]2)=[O:9])=[N:15][CH:14]=1)=[O:34])[C:26]1[CH:27]=[CH:28][CH:29]=[CH:30][CH:31]=1. Given the reactants [CH:1]1([N:7]([CH:18]2[CH2:23][CH2:22][CH2:21][CH2:20][CH2:19]2)[C:8]([NH:10][C:11]2[S:12][C:13]([CH:16]=O)=[CH:14][N:15]=2)=[O:9])[CH2:6][CH2:5][CH2:4][CH2:3][CH2:2]1.Cl.[CH2:25]([O:32][C:33]([C@H:35]1[CH2:39][CH2:38][CH2:37][NH:36]1)=[O:34])[C:26]1[CH:31]=[CH:30][CH:29]=[CH:28][CH:27]=1.C(O[BH-](OC(=O)C)OC(=O)C)(=O)C.[Na+], predict the reaction product. (5) Given the reactants [CH3:1][O:2][C:3]1[CH:11]=[C:10]2[C:6]([CH:7]=[CH:8][N:9]2[S:12]([C:15]2[CH:20]=[CH:19][CH:18]=[CH:17][CH:16]=2)(=[O:14])=[O:13])=[C:5]2[C:21]([CH3:26])=[N:22][CH2:23][CH2:24][O:25][C:4]=12.[BH3-]C#N.[Na+], predict the reaction product. The product is: [CH3:1][O:2][C:3]1[CH:11]=[C:10]2[C:6]([CH:7]=[CH:8][N:9]2[S:12]([C:15]2[CH:16]=[CH:17][CH:18]=[CH:19][CH:20]=2)(=[O:14])=[O:13])=[C:5]2[CH:21]([CH3:26])[NH:22][CH2:23][CH2:24][O:25][C:4]=12. (6) The product is: [Br:18][C:13]1[N:14]=[C:9]([C:7]2[O:8][C:4]3[CH:3]=[C:2]([F:1])[CH:17]=[CH:16][C:5]=3[N:6]=2)[C:10]([NH2:15])=[N:11][CH:12]=1. Given the reactants [F:1][C:2]1[CH:17]=[CH:16][C:5]2[N:6]=[C:7]([C:9]3[C:10]([NH2:15])=[N:11][CH:12]=[CH:13][N:14]=3)[O:8][C:4]=2[CH:3]=1.[Br:18]N1C(=O)CCC1=O, predict the reaction product. (7) Given the reactants [F:1][C:2]1[CH:9]=[C:8](I)[CH:7]=[CH:6][C:3]=1[C:4]#[N:5].[Cl:11][C:12]1[C:13]([OH:19])=[CH:14][C:15](=[O:18])[NH:16][CH:17]=1.COC1C2C(=C3C(=CC=2)C(OC)=CC=N3)N=CC=1.C(=O)([O-])[O-].[K+].[K+], predict the reaction product. The product is: [Cl:11][C:12]1[C:13]([OH:19])=[CH:14][C:15](=[O:18])[N:16]([C:8]2[CH:7]=[CH:6][C:3]([C:4]#[N:5])=[C:2]([F:1])[CH:9]=2)[CH:17]=1.